From a dataset of Reaction yield outcomes from USPTO patents with 853,638 reactions. Predict the reaction yield, written as a fraction of the theoretical maximum amount of product (1.0 means a 100% yield; for example, 0.34 means a 34% yield). (1) The reactants are [CH3:1][C:2]1[C:7]2[N:8]=[C:9]([NH2:11])[S:10][C:6]=2[CH:5]=[CH:4][CH:3]=1.Br[CH2:13][C:14](=O)[C:15]([O:17][CH2:18][CH3:19])=[O:16]. No catalyst specified. The product is [CH3:1][C:2]1[C:7]2[N:8]3[CH:13]=[C:14]([C:15]([O:17][CH2:18][CH3:19])=[O:16])[N:11]=[C:9]3[S:10][C:6]=2[CH:5]=[CH:4][CH:3]=1. The yield is 0.450. (2) The reactants are [C:1]([O:5][C:6]([NH:8][C@@H:9]([CH3:16])[C:10](N(OC)C)=O)=[O:7])([CH3:4])([CH3:3])[CH3:2].[H-].[Al+3].[Li+].[H-].[H-].[H-].S([O-])(O)(=O)=O.[K+].[CH3:29][O:30][C:31]([CH2:33]P(OC)(OC)=O)=[O:32].[H-].[Na+]. The catalyst is C(OCC)C.O1CCCC1.[Cl-].[Na+].O.C(OCC)(=O)C.O. The product is [C:1]([O:5][C:6]([NH:8][C@@H:9]([CH3:16])/[CH:10]=[CH:33]/[C:31]([O:30][CH3:29])=[O:32])=[O:7])([CH3:2])([CH3:3])[CH3:4]. The yield is 0.690. (3) The reactants are [Cl:1][C:2]1[N:7]=[C:6]([CH2:8][C:9]([C:11]2[CH:12]=[CH:13][C:14]([F:29])=[C:15]([NH:17][S:18]([C:21]3[CH:26]=[C:25]([F:27])[CH:24]=[CH:23][C:22]=3[F:28])(=[O:20])=[O:19])[CH:16]=2)=O)[CH:5]=[CH:4][N:3]=1.C1C(=O)N(Br)C(=O)C1.[O:38]1[CH2:43][CH2:42][CH:41]([C:44](=[S:46])[NH2:45])[CH2:40][CH2:39]1.O. The catalyst is CC(N(C)C)=O. The product is [Cl:1][C:2]1[N:7]=[C:6]([C:8]2[S:46][C:44]([CH:41]3[CH2:42][CH2:43][O:38][CH2:39][CH2:40]3)=[N:45][C:9]=2[C:11]2[CH:12]=[CH:13][C:14]([F:29])=[C:15]([NH:17][S:18]([C:21]3[CH:26]=[C:25]([F:27])[CH:24]=[CH:23][C:22]=3[F:28])(=[O:20])=[O:19])[CH:16]=2)[CH:5]=[CH:4][N:3]=1. The yield is 0.585. (4) The catalyst is COCCOC.O.C1C=CC(P(C2C=CC=CC=2)[C-]2C=CC=C2)=CC=1.C1C=CC(P(C2C=CC=CC=2)[C-]2C=CC=C2)=CC=1.Cl[Pd]Cl.[Fe+2]. The product is [OH:18][CH2:19][C:20]1[CH:25]=[C:24]([C:2]2[CH:11]=[C:10]3[C:5]([CH:6]=[C:7]([NH:12][C:13]([CH:15]4[CH2:17][CH2:16]4)=[O:14])[N:8]=[CH:9]3)=[CH:4][CH:3]=2)[CH:23]=[CH:22][CH:21]=1. The yield is 0.130. The reactants are Br[C:2]1[CH:11]=[C:10]2[C:5]([CH:6]=[C:7]([NH:12][C:13]([CH:15]3[CH2:17][CH2:16]3)=[O:14])[N:8]=[CH:9]2)=[CH:4][CH:3]=1.[OH:18][CH2:19][C:20]1[CH:21]=[C:22](B(O)O)[CH:23]=[CH:24][CH:25]=1.C(=O)([O-])[O-].[Cs+].[Cs+].C(OCC)(=O)C.